This data is from Reaction yield outcomes from USPTO patents with 853,638 reactions. The task is: Predict the reaction yield, written as a fraction of the theoretical maximum amount of product (1.0 means a 100% yield; for example, 0.34 means a 34% yield). (1) The reactants are [C:1]1([C:7]([NH:9][C:10]2[CH:19]=[CH:18][C:13]([C:14]([O:16]C)=[O:15])=[CH:12][CH:11]=2)=[O:8])[CH:6]=[CH:5][CH:4]=[CH:3][CH:2]=1.[OH-].[K+].Cl. The catalyst is CO. The product is [C:1]1([C:7]([NH:9][C:10]2[CH:11]=[CH:12][C:13]([C:14]([OH:16])=[O:15])=[CH:18][CH:19]=2)=[O:8])[CH:2]=[CH:3][CH:4]=[CH:5][CH:6]=1. The yield is 0.800. (2) The reactants are [Li]CCCC.N(C(C)C)C(C)C.[CH:13]1([C:16]([O:18][C:19]([CH3:22])([CH3:21])[CH3:20])=[O:17])[CH2:15][CH2:14]1.Br[CH2:24][CH2:25][CH2:26][CH2:27][CH2:28][Cl:29].Cl. The catalyst is C1COCC1.[Cl-].[Na+].O.O. The product is [Cl:29][CH2:28][CH2:27][CH2:26][CH2:25][CH2:24][C:13]1([C:16]([O:18][C:19]([CH3:22])([CH3:21])[CH3:20])=[O:17])[CH2:15][CH2:14]1. The yield is 0.730. (3) The reactants are [CH2:1](Br)[C:2]1[CH:7]=[CH:6][CH:5]=[CH:4][CH:3]=1.[C:9]([O:13][C:14]([NH:16][NH:17][C:18]([CH2:20][C:21]1[C:30]2[C:25](=[CH:26][C:27]([OH:31])=[CH:28][CH:29]=2)[O:24][C:23](=[O:32])[CH:22]=1)=[O:19])=[O:15])([CH3:12])([CH3:11])[CH3:10].C([O-])([O-])=O.[K+].[K+]. The catalyst is C(O)C. The product is [C:9]([O:13][C:14]([NH:16][NH:17][C:18]([CH2:20][C:21]1[C:30]2[C:25](=[CH:26][C:27]([O:31][CH2:1][C:2]3[CH:7]=[CH:6][CH:5]=[CH:4][CH:3]=3)=[CH:28][CH:29]=2)[O:24][C:23](=[O:32])[CH:22]=1)=[O:19])=[O:15])([CH3:12])([CH3:10])[CH3:11]. The yield is 0.300. (4) The reactants are [OH:1][C:2]1[C:3]([CH2:15][CH:16]=[C:17]([CH3:20])[CH2:18][OH:19])=[C:4]([O:13][CH3:14])[C:5]([CH3:12])=[C:6]2[C:10]=1[C:9](=[O:11])[O:8][CH2:7]2.Br[CH2:22][P:23](=[O:32])([O:28][CH:29]([CH3:31])[CH3:30])[O:24][CH:25]([CH3:27])[CH3:26].CC(C)([O-])C.[Li+]. The catalyst is CN(C=O)C. The product is [CH:29]([O:28][P:23]([CH2:22][O:19][CH2:18][C:17]([CH3:20])=[CH:16][CH2:15][C:3]1[C:2]([OH:1])=[C:10]2[C:6](=[C:5]([CH3:12])[C:4]=1[O:13][CH3:14])[CH2:7][O:8][C:9]2=[O:11])(=[O:32])[O:24][CH:25]([CH3:27])[CH3:26])([CH3:31])[CH3:30]. The yield is 0.320.